Dataset: Forward reaction prediction with 1.9M reactions from USPTO patents (1976-2016). Task: Predict the product of the given reaction. Given the reactants I[CH:2]1[CH2:7][CH2:6][N:5]([C:8]([O:10][C:11]([CH3:14])([CH3:13])[CH3:12])=[O:9])[CH2:4][CH2:3]1.Cl[C:16]1[N:21]=[C:20]([C:22]([O:24][CH3:25])=[O:23])[CH:19]=[CH:18][N:17]=1.CN(C=O)C, predict the reaction product. The product is: [C:11]([O:10][C:8]([N:5]1[CH2:6][CH2:7][CH:2]([C:16]2[N:21]=[C:20]([C:22]([O:24][CH3:25])=[O:23])[CH:19]=[CH:18][N:17]=2)[CH2:3][CH2:4]1)=[O:9])([CH3:14])([CH3:13])[CH3:12].